Dataset: Tyrosyl-DNA phosphodiesterase HTS with 341,365 compounds. Task: Binary Classification. Given a drug SMILES string, predict its activity (active/inactive) in a high-throughput screening assay against a specified biological target. (1) The molecule is O(C(=O)N(c1ccccc1)c1ccccc1)c1ccccc1. The result is 0 (inactive). (2) The compound is S(=O)(=O)(N1CCCC1)c1cc(NC(=O)CN2CCN(CC2)C(=O)c2ccccc2)ccc1. The result is 0 (inactive). (3) The drug is O=C1N(C2CCCCC2)CC(C1)C(=O)Nc1c(cccc1)C(OC)=O. The result is 0 (inactive). (4) The compound is S(c1nc(nc2c1cccc2)CCC)CC(=O)c1ccc(OC)cc1. The result is 0 (inactive). (5) The molecule is S(=O)(=O)(NCCNC(=O)c1nonc1N)c1ccc(cc1)C. The result is 0 (inactive).